From a dataset of Full USPTO retrosynthesis dataset with 1.9M reactions from patents (1976-2016). Predict the reactants needed to synthesize the given product. (1) Given the product [NH2:14][CH2:13][C@H:12]([OH:25])[CH2:11][N:4]1[CH:3]([CH2:1][CH3:2])[CH2:8][CH2:7][CH2:6][CH:5]1[CH2:9][CH3:10], predict the reactants needed to synthesize it. The reactants are: [CH2:1]([CH:3]1[CH2:8][CH2:7][CH2:6][CH:5]([CH2:9][CH3:10])[N:4]1[CH2:11][C@@H:12]([OH:25])[CH2:13][N:14]1C(=O)C2C(=CC=CC=2)C1=O)[CH3:2].O.NN. (2) Given the product [O:1]1[C:5]2[CH:6]=[CH:7][C:8]([CH:10]([OH:36])[CH2:11][S:12][C@H:13]3[C:16](=[O:17])[N:15]([C:18]4[CH:23]=[CH:22][C:21]([F:24])=[CH:20][CH:19]=4)[C@@H:14]3[C:25]3[CH:26]=[CH:27][C:28]([O:29][CH2:30][C:31]([NH:66][CH2:67][C:68]([NH:70][C@@H:71]([C:76]([OH:78])=[O:77])[C:72]([CH3:73])([CH3:74])[CH3:75])=[O:69])=[O:32])=[CH:34][CH:35]=3)=[CH:9][C:4]=2[O:3][CH2:2]1, predict the reactants needed to synthesize it. The reactants are: [O:1]1[C:5]2[CH:6]=[CH:7][C:8]([CH:10]([OH:36])[CH2:11][S:12][C@H:13]3[C:16](=[O:17])[N:15]([C:18]4[CH:23]=[CH:22][C:21]([F:24])=[CH:20][CH:19]=4)[C@@H:14]3[C:25]3[CH:35]=[CH:34][C:28]([O:29][CH2:30][C:31](O)=[O:32])=[CH:27][CH:26]=3)=[CH:9][C:4]=2[O:3][CH2:2]1.CN1CCOCC1.CN(C(ON1N=NC2C=CC=CC1=2)=[N+](C)C)C.[B-](F)(F)(F)F.[NH2:66][CH2:67][C:68]([NH:70][C@@H:71]([C:76]([OH:78])=[O:77])[C:72]([CH3:75])([CH3:74])[CH3:73])=[O:69]. (3) Given the product [NH2:16][C:10]1[O:11][CH2:12][C:13]([F:14])([F:15])[C@:8]([C:6]2[CH:7]=[C:2]([NH:1][C:25]([C:21]3[NH:22][N:23]=[CH:24][C:20]=3[CH3:19])=[O:26])[CH:3]=[CH:4][C:5]=2[F:18])([CH3:17])[N:9]=1, predict the reactants needed to synthesize it. The reactants are: [NH2:1][C:2]1[CH:3]=[CH:4][C:5]([F:18])=[C:6]([C@:8]2([CH3:17])[C:13]([F:15])([F:14])[CH2:12][O:11][C:10]([NH2:16])=[N:9]2)[CH:7]=1.[CH3:19][C:20]1[CH:24]=[N:23][NH:22][C:21]=1[C:25](O)=[O:26]. (4) Given the product [CH3:20][N:18]1[CH:19]=[C:15]([N:14]2[C:5]3[C:4]4[CH:3]=[C:2]([C:33]5[CH:34]=[C:29]([NH:28][S:25]([CH3:24])(=[O:26])=[O:27])[CH:30]=[CH:31][CH:32]=5)[CH:11]=[CH:10][C:9]=4[N:8]=[CH:7][C:6]=3[N:12]([CH3:23])[C:13]2=[O:22])[C:16]([CH3:21])=[N:17]1, predict the reactants needed to synthesize it. The reactants are: Br[C:2]1[CH:11]=[CH:10][C:9]2[N:8]=[CH:7][C:6]3[N:12]([CH3:23])[C:13](=[O:22])[N:14]([C:15]4[C:16]([CH3:21])=[N:17][N:18]([CH3:20])[CH:19]=4)[C:5]=3[C:4]=2[CH:3]=1.[CH3:24][S:25]([NH:28][C:29]1[CH:30]=[C:31](B(O)O)[CH:32]=[CH:33][CH:34]=1)(=[O:27])=[O:26]. (5) Given the product [CH2:37]1[C:38]2[C:43](=[CH:42][CH:41]=[CH:40][CH:39]=2)[CH2:44][CH:36]1[NH:35][C:32]1[N:33]=[CH:34][C:29]2[CH2:28][N:27]([C:25](=[O:26])[CH2:24][CH2:23][NH:21][C:19](=[O:20])[CH2:18][C:16]3[NH:15][N:14]=[N:13][CH:17]=3)[CH2:46][CH2:45][C:30]=2[N:31]=1, predict the reactants needed to synthesize it. The reactants are: Cl.CN(C)CCCN=C=NCC.[N:13]1[NH:14][N:15]=[C:16]([CH2:18][C:19]([NH2:21])=[O:20])[CH:17]=1.N[CH2:23][CH2:24][C:25]([N:27]1[CH2:46][CH2:45][C:30]2[N:31]=[C:32]([NH:35][CH:36]3[CH2:44][C:43]4[C:38](=[CH:39][CH:40]=[CH:41][CH:42]=4)[CH2:37]3)[N:33]=[CH:34][C:29]=2[CH2:28]1)=[O:26]. (6) Given the product [F:12][C:13]([F:24])([F:23])[C:14]1[CH:19]=[CH:18][C:17]([C:2]2[C:3]3[N:4]([N:8]=[C:9]([NH2:11])[N:10]=3)[CH:5]=[CH:6][CH:7]=2)=[CH:16][CH:15]=1, predict the reactants needed to synthesize it. The reactants are: Br[C:2]1[C:3]2[N:4]([N:8]=[C:9]([NH2:11])[N:10]=2)[CH:5]=[CH:6][CH:7]=1.[F:12][C:13]([F:24])([F:23])[C:14]1[CH:19]=[CH:18][C:17](B(O)O)=[CH:16][CH:15]=1. (7) The reactants are: [CH:1]([C:5]1[C:10]([O:11][CH3:12])=[CH:9][CH:8]=[CH:7][C:6]=1[OH:13])([CH2:3][CH3:4])[CH3:2].F[C:15]1[CH:22]=[CH:21][C:18]([C:19]#[N:20])=[CH:17][CH:16]=1. Given the product [CH:1]([C:5]1[C:10]([O:11][CH3:12])=[CH:9][CH:8]=[CH:7][C:6]=1[O:13][C:15]1[CH:22]=[CH:21][C:18]([C:19]#[N:20])=[CH:17][CH:16]=1)([CH2:3][CH3:4])[CH3:2], predict the reactants needed to synthesize it.